This data is from Forward reaction prediction with 1.9M reactions from USPTO patents (1976-2016). The task is: Predict the product of the given reaction. (1) Given the reactants [Cl:1][C:2]1[CH:3]=[C:4]([N:10]2[C:14]([CH3:15])=[C:13]([CH2:16][C:17]3[CH:25]=[CH:24][C:20]([C:21]([OH:23])=O)=[CH:19][CH:18]=3)[C:12]([CH3:26])=[N:11]2)[CH:5]=[CH:6][C:7]=1[C:8]#[N:9].[NH2:27][CH2:28][CH:29]([OH:32])[CH2:30][OH:31], predict the reaction product. The product is: [Cl:1][C:2]1[CH:3]=[C:4]([N:10]2[C:14]([CH3:15])=[C:13]([CH2:16][C:17]3[CH:25]=[CH:24][C:20]([C:21]([NH:27][CH2:28][CH:29]([OH:32])[CH2:30][OH:31])=[O:23])=[CH:19][CH:18]=3)[C:12]([CH3:26])=[N:11]2)[CH:5]=[CH:6][C:7]=1[C:8]#[N:9]. (2) Given the reactants [Cl:1][C:2]1[C:11]2[C:6](=[CH:7][CH:8]=[CH:9][C:10]=2[O:12][CH:13]2[CH2:18][CH2:17][N:16]([CH3:19])[CH2:15][CH2:14]2)[N:5]=[CH:4][N:3]=1.[NH2:20][C:21]1[CH:22]=[C:23]2[C:27](=[CH:28][CH:29]=1)[N:26]([S:30]([C:33]1[CH:38]=[CH:37][CH:36]=[CH:35][CH:34]=1)(=[O:32])=[O:31])[CH:25]=[CH:24]2, predict the reaction product. The product is: [ClH:1].[C:33]1([S:30]([N:26]2[C:27]3[C:23](=[CH:22][C:21]([NH:20][C:2]4[C:11]5[C:6](=[CH:7][CH:8]=[CH:9][C:10]=5[O:12][CH:13]5[CH2:18][CH2:17][N:16]([CH3:19])[CH2:15][CH2:14]5)[N:5]=[CH:4][N:3]=4)=[CH:29][CH:28]=3)[CH:24]=[CH:25]2)(=[O:31])=[O:32])[CH:34]=[CH:35][CH:36]=[CH:37][CH:38]=1. (3) Given the reactants [CH3:1][O:2][C:3]1[CH:20]=[CH:19][C:6]([CH2:7][N:8]2[C:12]([C:13]([OH:15])=[O:14])=[CH:11][C:10]([C:16]([OH:18])=O)=[N:9]2)=[CH:5][CH:4]=1.CN(C([O:28]N1N=NC2C=CC=NC1=2)=[N+](C)C)C.F[P-](F)(F)(F)(F)F.C([O:47][C:48](=[O:64])[C@H:49]([OH:63])[C@H:50]([NH2:62])[CH2:51][C:52]1[CH:57]=[CH:56][CH:55]=[CH:54][C:53]=1[C:58]([F:61])([F:60])[F:59])C.CCN(C(C)C)C(C)C.[OH-:74].[Na+], predict the reaction product. The product is: [C:48]([C@H:49]([OH:63])[C@H:50]([NH:62][C:16]([C:10]1[CH:11]=[C:12]([C:13]([OH:15])=[O:14])[N:8]([CH2:7][C:6]2[CH:5]=[CH:4][C:3]([O:2][CH3:1])=[CH:20][CH:19]=2)[N:9]=1)=[O:18])[CH2:51][C:52]1[CH:57]=[CH:56][CH:55]=[CH:54][C:53]=1[C:58]([F:60])([F:61])[F:59])([OH:64])=[O:47].[C:53]([OH:28])([C:58]([F:61])([F:60])[F:59])=[O:74]. (4) Given the reactants FC(F)(F)C(O)=O.C(Cl)Cl.C(OC([N:18]1[CH2:23][CH2:22][N:21]([C:24]2[C:25]3[C:39]([O:40][CH3:41])=[CH:38][N:37]=[CH:36][C:26]=3[N:27]=[C:28]([C:30]3[CH:35]=[CH:34][N:33]=[CH:32][CH:31]=3)[N:29]=2)[CH2:20][CH:19]1[C:42](=[O:50])[NH:43][C:44]1[CH:49]=[CH:48][CH:47]=[CH:46][CH:45]=1)=O)(C)(C)C, predict the reaction product. The product is: [C:44]1([NH:43][C:42]([CH:19]2[CH2:20][N:21]([C:24]3[C:25]4[C:39]([O:40][CH3:41])=[CH:38][N:37]=[CH:36][C:26]=4[N:27]=[C:28]([C:30]4[CH:35]=[CH:34][N:33]=[CH:32][CH:31]=4)[N:29]=3)[CH2:22][CH2:23][NH:18]2)=[O:50])[CH:49]=[CH:48][CH:47]=[CH:46][CH:45]=1. (5) The product is: [C:34]([C:38]1[CH:43]=[CH:42][C:41]([NH:44][C:45]([N:18]([CH2:19][C:20]2[CH:21]=[CH:22][C:23]([O:24][CH2:25][C:26]([O:28][CH3:29])=[O:27])=[CH:30][CH:31]=2)[CH2:17][C:16]2[CH:15]=[CH:14][C:13]([C:12]#[C:11][C:8]3[CH:7]=[CH:6][C:5]([CH2:1][CH2:2][CH2:3][CH3:4])=[CH:10][CH:9]=3)=[CH:33][CH:32]=2)=[O:46])=[CH:40][CH:39]=1)([CH3:37])([CH3:35])[CH3:36]. Given the reactants [CH2:1]([C:5]1[CH:10]=[CH:9][C:8]([C:11]#[C:12][C:13]2[CH:33]=[CH:32][C:16]([CH2:17][NH:18][CH2:19][C:20]3[CH:31]=[CH:30][C:23]([O:24][CH2:25][C:26]([O:28][CH3:29])=[O:27])=[CH:22][CH:21]=3)=[CH:15][CH:14]=2)=[CH:7][CH:6]=1)[CH2:2][CH2:3][CH3:4].[C:34]([C:38]1[CH:43]=[CH:42][C:41]([N:44]=[C:45]=[O:46])=[CH:40][CH:39]=1)([CH3:37])([CH3:36])[CH3:35].N1CCOCC1.C(O)C(N)(CO)CO, predict the reaction product.